Predict the reaction yield, written as a fraction of the theoretical maximum amount of product (1.0 means a 100% yield; for example, 0.34 means a 34% yield). From a dataset of Reaction yield outcomes from USPTO patents with 853,638 reactions. (1) The reactants are [CH3:1][C:2]1[CH:3]=[C:4]([C:11]2[CH2:16][N:15]([CH2:17][CH2:18][CH3:19])[CH2:14][CH2:13][CH:12]=2)[CH:5]=[CH:6][C:7]=1[N+:8]([O-])=O.O.NN. The catalyst is CO.[Fe](Cl)(Cl)Cl. The product is [CH3:1][C:2]1[CH:3]=[C:4]([C:11]2[CH2:16][N:15]([CH2:17][CH2:18][CH3:19])[CH2:14][CH2:13][CH:12]=2)[CH:5]=[CH:6][C:7]=1[NH2:8]. The yield is 0.820. (2) The catalyst is O. The yield is 0.900. The product is [Cl:1][C:2]1[N:7]=[C:6]([NH:13][CH2:10][C:11]#[CH:12])[C:5]([Cl:9])=[CH:4][N:3]=1. The reactants are [Cl:1][C:2]1[N:7]=[C:6](Cl)[C:5]([Cl:9])=[CH:4][N:3]=1.[CH2:10]([NH2:13])[C:11]#[CH:12].C(=O)([O-])[O-].[K+].[K+].C1COCC1. (3) The reactants are Br[C:2]1[C:10]2[O:9][C:8]([C:11]3[CH:16]=[CH:15][C:14]([O:17]C)=[CH:13][CH:12]=3)=[N:7][C:6]=2[CH:5]=[C:4]([O:19]C)[CH:3]=1.C([Sn](CCCC)(CCCC)[C:26]1[O:27][CH:28]=[CH:29][CH:30]=1)CCC. The catalyst is CC1C=CC(C)=CC=1.[Cl-].[NH4+].CC1C=CC=CC=1[P](C1C=CC=CC=1C)([Pd](Cl)(Cl)[P](C1=C(C)C=CC=C1)(C1C=CC=CC=1C)C1C=CC=CC=1C)C1C=CC=CC=1C. The product is [O:27]1[CH:28]=[CH:29][CH:30]=[C:26]1[C:2]1[C:10]2[O:9][C:8]([C:11]3[CH:12]=[CH:13][C:14]([OH:17])=[CH:15][CH:16]=3)=[N:7][C:6]=2[CH:5]=[C:4]([OH:19])[CH:3]=1. The yield is 0.990.